This data is from Drug-target binding data from BindingDB using IC50 measurements. The task is: Regression. Given a target protein amino acid sequence and a drug SMILES string, predict the binding affinity score between them. We predict pIC50 (pIC50 = -log10(IC50 in M); higher means more potent). Dataset: bindingdb_ic50. (1) The pIC50 is 5.0. The compound is Nc1ncccc1-c1nc2cc(-c3cccnc3)cnc2n1-c1ccc(CNC(=O)c2ccccc2)cc1. The target protein sequence is MALSQSVPFSATELLLASAIFCLVFWVLKGLRPRVPKGLKSPPEPWGWPLLGHVLTLGKNPHLALSRMSQRYGDVLQIRIGSTPVLVLSRLDTIRQALVRQGDDFKGRPDLYTSTLITDGQSLTFSTDSGPVWAARRRLAQNALNTFSIASDPASSSSCYLEEHVSKEAKALISRLQELMAGPGHFDPYNQVVVSVANVIGAMCFGQHFPESSDEMLSLVKNTHEFVETASSGNPLDFFPILRYLPNPALQRFKAFNQRFLWFLQKTVQEHYQDFDKNSVRDITGALFKHSKKGPRASGNLIPQEKIVNLVNDIFGAGFDTVTTAISWSLMYLVTKPEIQRKIQKELDTVIGRERRPRLSDRPQLPYLEAFILETFRHSSFLPFTIPHSTTRDTTLNGFYIPKKCCVFVNQWQVNHDPELWEDPSEFRPERFLTADGTAINKPLSEKMMLFGMGKRRCIGEVLAKWEIFLFLAILLQQLEFSVPPGVKVDLTPIYGLTMK.... (2) The compound is Cc1ccsc1C(=O)n1nc(Nc2ccc(S(N)(=O)=O)cc2)nc1N. The target protein (O08775) has sequence MESRALLAVALWFCVETRAASVGLPGDSLHPPKLSTQKDILTILANTTLQITCRGQRDLDWLWPNTPRDSEERVLVTECGDSIFCKTLTVPRVVGNDTGAYKCFYRDTDVSSIVYVYVQDHRSPFIASVSDEHGIVYITENKNKTVVIPCRGSISNLNVSLCARYPEKRFVPDGNRISWDSEKGFTIPSYMISYAGMVFCEAKINDETYQSIMYIVLVVGYRIYDVVLSPPHEIELSAGEKLVLNCTARTELNVGLDFSWQFPSSKHQHKKIVNRDVKSLPGTVAKMFLSTLTIDSVTKSDQGEYTCTAYSGLMTKKNKTFVRVHTKPFIAFGSGMKSLVEATVGSQVRIPVKYLSYPAPDIKWYRNGRPIESNYTMIVGDELTIMEVSERDAGNYTVILTNPISMEKQSHMVSLVVNVPPQIGEKALISPMDSYQYGTMQTLTCTVYANPPLHHIQWYWQLEEACSYRPSQTNPYTCKEWRHVKDFQGGNKIEVTKNQY.... The pIC50 is 7.3. (3) The compound is CN1C/C(=C\c2ccc(N(C)C)cc2[N+](=O)[O-])C(=O)/C(=C/c2ccc(N(C)C)cc2[N+](=O)[O-])C1. The target is SSSEEGLTCRGIPNSISI. The pIC50 is 4.4. (4) The drug is O=C(N/N=C/c1cc(O)c(O)c(O)c1)C(=O)N/N=C/c1cc(O)c(O)c(O)c1. The target protein (Q9QYM2) has sequence MSAGPGCEPCTKRPRWGAAGTSAPTASDSRSFPGRQKRVLDPKDAPVQFRVPPSSSACVSGRAGPHRGSVTSFVFKQKPITTWMDTKGPKTAESESKENNNTRTDPMMSSVQKDNFYPHKVEKLGNVPQLNLDKSPTEKSTPYLNQQQTAGVCKWHSAGERAEQLSASEPSAVTQAPKQLSNANIDQSPPTDGHSDTDHEEDRDNQQFLTPVKLANAKQTVGDGQARSNCKCSASCQCGQDCAGCQREEADVIPESPLSDVGAEDIGTGSKNDNKLTGQESGLGDSPPFEKESEPESPMDVDNSKTSCQDSEADEEASPVFDEQDDQDDRSSQTANKLSSRQAREVDGDLRKRYLTKGSEIRLHFQFEGGSNAGTSDLNAKPSGNSSSLNVDGRSSKQHGKRDSKITDHFVRIPKSEDKRKEQCEVRHQRAERKIPKYVPPNLPPDKKWLGTPIEEMRKMPRCGVRLPLLRPSASHTVTVRVDLLRAGEVPKPFPTHYKD.... The pIC50 is 5.5. (5) The small molecule is CN(C)Cc1ccc2ccc(Cl)c(C3=C(c4c[nH]c5ccccc45)C(=O)NC3=O)c2c1. The target protein (P24723) has sequence MSSGTMKFNGYLRVRIGEAVGLQPTRWSLRHSLFKKGHQLLDPYLTVSVDQVRVGQTSTKQKTNKPTYNEEFCANVTDGGHLELAVFHETPLGYDHFVANCTLQFQELLRTTGASDTFEGWVDLEPEGKVFVVITLTGSFTEATLQRDRIFKHFTRKRQRAMRRRVHQINGHKFMATYLRQPTYCSHCREFIWGVFGKQGYQCQVCTCVVHKRCHHLIVTACTCQNNINKVDSKIAEQRFGINIPHKFSIHNYKVPTFCDHCGSLLWGIMRQGLQCKICKMNVHIRCQANVAPNCGVNAVELAKTLAGMGLQPGNISPTSKLVSRSTLRRQGKESSKEGNGIGVNSSNRLGIDNFEFIRVLGKGSFGKVMLARVKETGDLYAVKVLKKDVILQDDDVECTMTEKRILSLARNHPFLTQLFCCFQTPDRLFFVMEFVNGGDLMFHIQKSRRFDEARARFYAAEIISALMFLHDKGIIYRDLKLDNVLLDHEGHCKLADFGM.... The pIC50 is 6.5.